The task is: Predict the reaction yield, written as a fraction of the theoretical maximum amount of product (1.0 means a 100% yield; for example, 0.34 means a 34% yield).. This data is from Reaction yield outcomes from USPTO patents with 853,638 reactions. (1) The reactants are [CH3:1][O:2][C:3](=[O:14])[C:4]1[CH:9]=[CH:8][C:7](F)=[CH:6][C:5]=1[N+:11]([O-:13])=[O:12].Cl.[CH3:16][NH:17][CH3:18].C([O-])([O-])=O.[K+].[K+].O. The product is [CH3:1][O:2][C:3](=[O:14])[C:4]1[CH:9]=[CH:8][C:7]([N:17]([CH3:18])[CH3:16])=[CH:6][C:5]=1[N+:11]([O-:13])=[O:12]. The yield is 0.973. The catalyst is CN(C=O)C. (2) The reactants are [Cl:1][C:2]1[C:10]([F:11])=[C:9]2[C:5]([C:6]([S:20][C:21]3[CH:22]=[C:23]([CH:29]=[CH:30][CH:31]=3)[C:24]([O:26][CH2:27][CH3:28])=[O:25])=[CH:7][N:8]2[C:12]2[CH:13]=[N:14][N:15]([CH2:17][CH2:18][CH3:19])[CH:16]=2)=[CH:4][CH:3]=1.C1C(=O)N([Cl:39])C(=O)C1. The catalyst is C(Cl)Cl.O. The product is [Cl:39][C:7]1[N:8]([C:12]2[CH:13]=[N:14][N:15]([CH2:17][CH2:18][CH3:19])[CH:16]=2)[C:9]2[C:5]([C:6]=1[S:20][C:21]1[CH:22]=[C:23]([CH:29]=[CH:30][CH:31]=1)[C:24]([O:26][CH2:27][CH3:28])=[O:25])=[CH:4][CH:3]=[C:2]([Cl:1])[C:10]=2[F:11]. The yield is 0.620. (3) The reactants are [CH3:1][O:2][C:3]1[CH:4]=[C:5]([NH:46][S:47]([N:50]([CH3:52])[CH3:51])(=[O:49])=[O:48])[CH:6]=[C:7]([C:9]2[C:17]3[C:16]([NH:18][C@H:19]([C:21]4[N:26]([C:27]5[CH:32]=[CH:31][CH:30]=[CH:29][CH:28]=5)[C:25](=[O:33])[C:24]5=[C:34]([CH3:37])[CH:35]=[CH:36][N:23]5[N:22]=4)[CH3:20])=[N:15][CH:14]=[N:13][C:12]=3[N:11](COCC[Si](C)(C)C)[CH:10]=2)[CH:8]=1.FC(F)(F)C(O)=O.N. No catalyst specified. The product is [CH3:1][O:2][C:3]1[CH:4]=[C:5]([NH:46][S:47]([N:50]([CH3:52])[CH3:51])(=[O:48])=[O:49])[CH:6]=[C:7]([C:9]2[C:17]3[C:16]([NH:18][C@H:19]([C:21]4[N:26]([C:27]5[CH:28]=[CH:29][CH:30]=[CH:31][CH:32]=5)[C:25](=[O:33])[C:24]5=[C:34]([CH3:37])[CH:35]=[CH:36][N:23]5[N:22]=4)[CH3:20])=[N:15][CH:14]=[N:13][C:12]=3[NH:11][CH:10]=2)[CH:8]=1. The yield is 0.930. (4) The reactants are C(O[CH:4]([O:13]CC)[C:5]1[CH:12]=[CH:11][C:8]([CH:9]=[O:10])=[CH:7][CH:6]=1)C.[F:16][C:17]([Si](C)(C)C)([F:19])[F:18].[F-].C([N+](CCCC)(CCCC)CCCC)CCC. The catalyst is O1CCCC1. The product is [F:16][C:17]([F:19])([F:18])[CH:4]([C:5]1[CH:12]=[CH:11][C:8]([CH:9]=[O:10])=[CH:7][CH:6]=1)[OH:13]. The yield is 0.770. (5) The product is [C:24]([Si:28]([CH3:31])([CH3:30])[O:23][C@@H:19]1[CH2:20][O:21][CH2:22][C@@H:18]1[C@:9]([NH2:8])([C:11]1[CH:16]=[CH:15][CH:14]=[CH:13][C:12]=1[F:17])[CH3:10])([CH3:27])([CH3:26])[CH3:25]. The yield is 0.960. The catalyst is ClCCl.CN(C)C1C=CN=CC=1. The reactants are C(N(CC)CC)C.[NH2:8][C@@:9]([C@H:18]1[CH2:22][O:21][CH2:20][C@H:19]1[OH:23])([C:11]1[CH:16]=[CH:15][CH:14]=[CH:13][C:12]=1[F:17])[CH3:10].[C:24]([Si:28]([CH3:31])([CH3:30])Cl)([CH3:27])([CH3:26])[CH3:25].